This data is from NCI-60 drug combinations with 297,098 pairs across 59 cell lines. The task is: Regression. Given two drug SMILES strings and cell line genomic features, predict the synergy score measuring deviation from expected non-interaction effect. (1) Drug 1: C1CN1P(=S)(N2CC2)N3CC3. Drug 2: CCN(CC)CCCC(C)NC1=C2C=C(C=CC2=NC3=C1C=CC(=C3)Cl)OC. Cell line: SNB-19. Synergy scores: CSS=27.9, Synergy_ZIP=-5.63, Synergy_Bliss=1.17, Synergy_Loewe=-0.422, Synergy_HSA=1.84. (2) Drug 1: CC1CCCC2(C(O2)CC(NC(=O)CC(C(C(=O)C(C1O)C)(C)C)O)C(=CC3=CSC(=N3)C)C)C. Drug 2: CC1C(C(CC(O1)OC2CC(CC3=C2C(=C4C(=C3O)C(=O)C5=C(C4=O)C(=CC=C5)OC)O)(C(=O)CO)O)N)O.Cl. Cell line: BT-549. Synergy scores: CSS=44.6, Synergy_ZIP=-4.40, Synergy_Bliss=-3.58, Synergy_Loewe=-0.182, Synergy_HSA=-0.529. (3) Drug 1: C1=CC=C(C(=C1)C(C2=CC=C(C=C2)Cl)C(Cl)Cl)Cl. Drug 2: CC(C)NC(=O)C1=CC=C(C=C1)CNNC.Cl. Cell line: LOX IMVI. Synergy scores: CSS=-0.293, Synergy_ZIP=-0.0810, Synergy_Bliss=-0.848, Synergy_Loewe=0.0507, Synergy_HSA=-0.977. (4) Drug 1: CN1CCC(CC1)COC2=C(C=C3C(=C2)N=CN=C3NC4=C(C=C(C=C4)Br)F)OC. Drug 2: CC1CCC2CC(C(=CC=CC=CC(CC(C(=O)C(C(C(=CC(C(=O)CC(OC(=O)C3CCCCN3C(=O)C(=O)C1(O2)O)C(C)CC4CCC(C(C4)OC)OCCO)C)C)O)OC)C)C)C)OC. Cell line: EKVX. Synergy scores: CSS=37.0, Synergy_ZIP=2.98, Synergy_Bliss=2.30, Synergy_Loewe=6.73, Synergy_HSA=8.57. (5) Drug 1: COC1=CC(=CC(=C1O)OC)C2C3C(COC3=O)C(C4=CC5=C(C=C24)OCO5)OC6C(C(C7C(O6)COC(O7)C8=CC=CS8)O)O. Drug 2: C1C(C(OC1N2C=C(C(=O)NC2=O)F)CO)O. Cell line: BT-549. Synergy scores: CSS=44.9, Synergy_ZIP=-5.06, Synergy_Bliss=-6.27, Synergy_Loewe=1.91, Synergy_HSA=3.06. (6) Drug 1: C1CC(=O)NC(=O)C1N2C(=O)C3=CC=CC=C3C2=O. Drug 2: CN(C(=O)NC(C=O)C(C(C(CO)O)O)O)N=O. Cell line: T-47D. Synergy scores: CSS=-8.40, Synergy_ZIP=-5.96, Synergy_Bliss=-27.8, Synergy_Loewe=-29.2, Synergy_HSA=-35.2. (7) Drug 1: CN(C)N=NC1=C(NC=N1)C(=O)N. Drug 2: C(CCl)NC(=O)N(CCCl)N=O. Cell line: SW-620. Synergy scores: CSS=-4.24, Synergy_ZIP=0.656, Synergy_Bliss=0.573, Synergy_Loewe=-9.92, Synergy_HSA=-4.66. (8) Drug 1: CC1C(C(CC(O1)OC2CC(CC3=C2C(=C4C(=C3O)C(=O)C5=C(C4=O)C(=CC=C5)OC)O)(C(=O)C)O)N)O.Cl. Drug 2: C1=CC=C(C=C1)NC(=O)CCCCCCC(=O)NO. Cell line: CCRF-CEM. Synergy scores: CSS=55.4, Synergy_ZIP=-0.0805, Synergy_Bliss=-2.18, Synergy_Loewe=-12.8, Synergy_HSA=-0.283. (9) Drug 1: CC1CCC2CC(C(=CC=CC=CC(CC(C(=O)C(C(C(=CC(C(=O)CC(OC(=O)C3CCCCN3C(=O)C(=O)C1(O2)O)C(C)CC4CCC(C(C4)OC)O)C)C)O)OC)C)C)C)OC. Drug 2: C1=CC=C(C(=C1)C(C2=CC=C(C=C2)Cl)C(Cl)Cl)Cl. Cell line: SF-295. Synergy scores: CSS=-0.464, Synergy_ZIP=2.52, Synergy_Bliss=6.11, Synergy_Loewe=0.0752, Synergy_HSA=0.477.